Dataset: Catalyst prediction with 721,799 reactions and 888 catalyst types from USPTO. Task: Predict which catalyst facilitates the given reaction. (1) Reactant: [F:1][C:2]1[CH:3]=[C:4]([CH:35]=[C:36]([F:38])[CH:37]=1)[CH2:5][N:6]1[C:12](=[O:13])[CH:11]([NH:14][C:15](=[O:34])[C@@H:16]([C@H:19]2[C@@H:24]([OH:25])[C@@H:23](/[CH:26]=[CH:27]/[C:28]([CH3:31])([CH3:30])[CH3:29])[O:22]C(C)(C)[O:20]2)[O:17][CH3:18])[CH2:10][S:9][CH2:8][CH2:7]1.Cl.[OH-].[Na+]. Product: [F:1][C:2]1[CH:3]=[C:4]([CH:35]=[C:36]([F:38])[CH:37]=1)[CH2:5][N:6]1[C:12](=[O:13])[CH:11]([NH:14][C:15](=[O:34])[C@H:16]([O:17][CH3:18])[C@H:19]([OH:20])[C@@H:24]([OH:25])[C@H:23]([OH:22])/[CH:26]=[CH:27]/[C:28]([CH3:31])([CH3:29])[CH3:30])[CH2:10][S:9][CH2:8][CH2:7]1. The catalyst class is: 1. (2) Reactant: [C:1]([C@H:5]1[CH2:10][CH2:9][C@H:8]([O:11][C:12]2[CH:13]=[C:14]3[C:19](=[CH:20][CH:21]=2)[C:18]([CH:22]=O)=[CH:17][CH:16]=[CH:15]3)[CH2:7][CH2:6]1)([CH3:4])([CH3:3])[CH3:2].[NH:24]1[CH2:29][CH2:28][CH:27]([C:30]([O:32][CH2:33][CH3:34])=[O:31])[CH2:26][CH2:25]1.CC(O)=O.[BH-](OC(C)=O)(OC(C)=O)OC(C)=O.[Na+].C([O-])(O)=O.[Na+]. Product: [C:1]([C@H:5]1[CH2:10][CH2:9][C@H:8]([O:11][C:12]2[CH:13]=[C:14]3[C:19](=[CH:20][CH:21]=2)[C:18]([CH2:22][N:24]2[CH2:29][CH2:28][CH:27]([C:30]([O:32][CH2:33][CH3:34])=[O:31])[CH2:26][CH2:25]2)=[CH:17][CH:16]=[CH:15]3)[CH2:7][CH2:6]1)([CH3:4])([CH3:3])[CH3:2]. The catalyst class is: 26.